This data is from Full USPTO retrosynthesis dataset with 1.9M reactions from patents (1976-2016). The task is: Predict the reactants needed to synthesize the given product. (1) Given the product [OH:23][CH:18]1[CH2:19][CH2:20][CH2:21][CH2:22][CH:17]1[NH:16][C:13]([C:11]1[CH:10]=[CH:9][CH:8]=[C:7]([CH:1]2[CH2:2][CH2:3][CH2:4][CH2:5][CH2:6]2)[N:12]=1)=[O:15], predict the reactants needed to synthesize it. The reactants are: [CH:1]1([C:7]2[N:12]=[C:11]([C:13]([OH:15])=O)[CH:10]=[CH:9][CH:8]=2)[CH2:6][CH2:5][CH2:4][CH2:3][CH2:2]1.[NH2:16][CH:17]1[CH2:22][CH2:21][CH2:20][CH2:19][CH:18]1[OH:23]. (2) Given the product [CH3:17][C@H:18]1[NH:19][C@@H:20]([CH3:24])[CH2:21][N:22]([C:6]2[CH:7]=[CH:8][C:2]([Cl:1])=[C:3]([CH:5]=2)[NH2:4])[CH2:23]1, predict the reactants needed to synthesize it. The reactants are: [Cl:1][C:2]1[CH:8]=[CH:7][C:6](I)=[CH:5][C:3]=1[NH2:4].C(OC(=O)C)(=O)C.[CH3:17][C@H:18]1[CH2:23][NH:22][CH2:21][C@@H:20]([CH3:24])[NH:19]1.CC(C)([O-])C.[Na+].C1(P(C2CCCCC2)C2C=CC=CC=2C2C=CC=CC=2N(C)C)CCCCC1.C. (3) Given the product [Br:1][C:2]1[CH:7]=[CH:6][C:5]([C:8](=[C:18]2[CH2:23][CH2:22][CH2:21][CH2:20][CH2:19]2)[C:10]2[CH:15]=[CH:14][C:13]([OH:16])=[CH:12][CH:11]=2)=[C:4]([F:17])[CH:3]=1, predict the reactants needed to synthesize it. The reactants are: [Br:1][C:2]1[CH:7]=[CH:6][C:5]([C:8]([C:10]2[CH:15]=[CH:14][C:13]([OH:16])=[CH:12][CH:11]=2)=O)=[C:4]([F:17])[CH:3]=1.[C:18]1(=O)[CH2:23][CH2:22][CH2:21][CH2:20][CH2:19]1. (4) Given the product [C:15]([O:19][C:20]([N:22]1[CH2:23][CH2:24][CH:25]([C@H:28]2[CH2:30][C@H:29]2[CH2:31][O:10][CH2:9][C:8]2[CH:11]=[CH:12][C:5]([S:2]([CH3:1])(=[O:3])=[O:4])=[CH:6][CH:7]=2)[CH2:26][CH2:27]1)=[O:21])([CH3:18])([CH3:16])[CH3:17], predict the reactants needed to synthesize it. The reactants are: [CH3:1][S:2]([C:5]1[CH:12]=[CH:11][C:8]([CH2:9][OH:10])=[CH:7][CH:6]=1)(=[O:4])=[O:3].[H-].[Na+].[C:15]([O:19][C:20]([N:22]1[CH2:27][CH2:26][CH:25]([C@H:28]2[CH2:30][C@H:29]2[CH2:31]I)[CH2:24][CH2:23]1)=[O:21])([CH3:18])([CH3:17])[CH3:16]. (5) Given the product [NH2:1][C:2]1[C:10]([C:17]2[CH:18]=[CH:19][C:14]([O:13][CH3:12])=[CH:15][CH:16]=2)=[CH:9][C:5]([C:6]([NH2:8])=[O:7])=[CH:4][N:3]=1, predict the reactants needed to synthesize it. The reactants are: [NH2:1][C:2]1[C:10](Br)=[CH:9][C:5]([C:6]([NH2:8])=[O:7])=[CH:4][N:3]=1.[CH3:12][O:13][C:14]1[CH:19]=[CH:18][C:17](B(O)O)=[CH:16][CH:15]=1.C(=O)([O-])[O-].[Na+].[Na+]. (6) The reactants are: [F:1][CH:2]([F:39])[C:3]1[N:7]([C:8]2[N:13]=[C:12]([N:14]3[CH2:19][CH2:18][O:17][CH2:16][CH2:15]3)[N:11]=[C:10]([N:20]([CH3:27])[CH:21]3[CH2:26][CH2:25][NH:24][CH2:23][CH2:22]3)[N:9]=2)[C:6]2[CH:28]=[CH:29][CH:30]=[C:31]([O:32][CH2:33][CH2:34][CH2:35][N:36]([CH3:38])[CH3:37])[C:5]=2[N:4]=1.C([O-])([O-])=O.[K+].[K+].[Cl:46][CH2:47][C:48](Cl)=[O:49]. Given the product [ClH:46].[Cl:46][CH2:47][C:48]([N:24]1[CH2:25][CH2:26][CH:21]([N:20]([CH3:27])[C:10]2[N:9]=[C:8]([N:7]3[C:6]4[CH:28]=[CH:29][CH:30]=[C:31]([O:32][CH2:33][CH2:34][CH2:35][N:36]([CH3:38])[CH3:37])[C:5]=4[NH:4][CH:3]3[CH:2]([F:1])[F:39])[N:13]=[C:12]([N:14]3[CH2:19][CH2:18][O:17][CH2:16][CH2:15]3)[N:11]=2)[CH2:22][CH2:23]1)=[O:49], predict the reactants needed to synthesize it.